Dataset: Peptide-MHC class I binding affinity with 185,985 pairs from IEDB/IMGT. Task: Regression. Given a peptide amino acid sequence and an MHC pseudo amino acid sequence, predict their binding affinity value. This is MHC class I binding data. (1) The peptide sequence is CKDGHVETFY. The MHC is HLA-A23:01 with pseudo-sequence HLA-A23:01. The binding affinity (normalized) is 0. (2) The peptide sequence is ESEMIIPKIY. The MHC is HLA-A30:02 with pseudo-sequence HLA-A30:02. The binding affinity (normalized) is 0.134. (3) The peptide sequence is PAHKSQLVW. The MHC is HLA-B08:02 with pseudo-sequence HLA-B08:02. The binding affinity (normalized) is 0.0847.